Dataset: Forward reaction prediction with 1.9M reactions from USPTO patents (1976-2016). Task: Predict the product of the given reaction. (1) Given the reactants [CH3:1][N:2]([C:4]([N:6]=[C:7]([NH2:9])[NH2:8])=[NH:5])[CH3:3].Cl.CCCC1C=CC2OC(C(O)=O)=CC(=O)C=2C=1, predict the reaction product. The product is: [CH3:1][N:2]([C:4]([NH:6][C:7]([NH2:9])=[NH:8])=[NH:5])[CH3:3]. (2) Given the reactants [CH3:1][O:2][CH2:3][CH2:4][O:5][C:6]1[C:7]([NH2:13])=[N:8][CH:9]=[C:10](Br)[N:11]=1.[B:14]1([B:14]2[O:18][C:17]([CH3:20])([CH3:19])[C:16]([CH3:22])([CH3:21])[O:15]2)[O:18][C:17]([CH3:20])([CH3:19])[C:16]([CH3:22])([CH3:21])[O:15]1.C1(P(C2CCCCC2)C2CCCCC2)CCCCC1.CC([O-])=O.[K+], predict the reaction product. The product is: [CH3:1][O:2][CH2:3][CH2:4][O:5][C:6]1[C:7]([NH2:13])=[N:8][CH:9]=[C:10]([B:14]2[O:18][C:17]([CH3:20])([CH3:19])[C:16]([CH3:22])([CH3:21])[O:15]2)[N:11]=1. (3) Given the reactants [NH3:1].[CH2:2]([O:4][C:5]([C:7]1[C:8]2[S:16][CH:15]=[C:14]([CH2:17][O:18][C:19]3[CH:24]=[CH:23][CH:22]=[C:21]([NH:25][C:26](=[O:42])[C:27]4[CH:32]=[CH:31][CH:30]=[C:29]([O:33][CH2:34][CH2:35][N:36]5[CH2:41][CH2:40][O:39][CH2:38][CH2:37]5)[CH:28]=4)[CH:20]=3)[C:9]=2[C:10](Cl)=[N:11][CH:12]=1)=[O:6])[CH3:3], predict the reaction product. The product is: [CH2:2]([O:4][C:5]([C:7]1[C:8]2[S:16][CH:15]=[C:14]([CH2:17][O:18][C:19]3[CH:24]=[CH:23][CH:22]=[C:21]([NH:25][C:26](=[O:42])[C:27]4[CH:32]=[CH:31][CH:30]=[C:29]([O:33][CH2:34][CH2:35][N:36]5[CH2:41][CH2:40][O:39][CH2:38][CH2:37]5)[CH:28]=4)[CH:20]=3)[C:9]=2[C:10]([NH2:1])=[N:11][CH:12]=1)=[O:6])[CH3:3]. (4) Given the reactants Cl.[CH:2]([C:5]1[CH:6]=[C:7]([C@@H:11]([NH2:13])[CH3:12])[CH:8]=[CH:9][CH:10]=1)([CH3:4])[CH3:3].[Cl:14][C:15]1[C:35]([O:36][C@H:37]([CH3:42])[C:38]([O:40][CH3:41])=[O:39])=[CH:34][CH:33]=[CH:32][C:16]=1[CH2:17][N:18]1[C:26]2[C:21](=[CH:22][C:23]([C:27](O)=[O:28])=[CH:24][CH:25]=2)[C:20]([CH3:30])=[C:19]1[CH3:31], predict the reaction product. The product is: [Cl:14][C:15]1[C:16]([CH2:17][N:18]2[C:26]3[C:21](=[CH:22][C:23]([C:27](=[O:28])[NH:13][C@H:11]([C:7]4[CH:8]=[CH:9][CH:10]=[C:5]([CH:2]([CH3:4])[CH3:3])[CH:6]=4)[CH3:12])=[CH:24][CH:25]=3)[C:20]([CH3:30])=[C:19]2[CH3:31])=[CH:32][CH:33]=[CH:34][C:35]=1[O:36][C@H:37]([CH3:42])[C:38]([O:40][CH3:41])=[O:39]. (5) The product is: [CH2:1]([O:4][C@@H:5]1[C@@H:13]([CH2:14][O:15][CH2:34][C:35]2[CH:40]=[CH:39][CH:38]=[CH:37][CH:36]=2)[O:12][C@H:11]2[C@H:7]([N:8]=[C:9]([N:16]([CH3:18])[CH3:17])[S:10]2)[C@H:6]1[O:19][CH2:20][CH:21]=[CH2:22])[CH:2]=[CH2:3]. Given the reactants [CH2:1]([O:4][C@@H:5]1[C@@H:13]([CH2:14][OH:15])[O:12][C@H:11]2[C@H:7]([N:8]=[C:9]([N:16]([CH3:18])[CH3:17])[S:10]2)[C@H:6]1[O:19][CH2:20][CH:21]=[CH2:22])[CH:2]=[CH2:3].C[Si]([N-][Si](C)(C)C)(C)C.[K+].Cl[CH2:34][C:35]1[CH:40]=[CH:39][CH:38]=[CH:37][CH:36]=1, predict the reaction product. (6) Given the reactants [C:1]1([C:7]#[C:8][C:9]2[N:14]=[C:13]([C:15]([OH:17])=O)[CH:12]=[CH:11][CH:10]=2)[CH:6]=[CH:5][CH:4]=[CH:3][CH:2]=1.CN(C(ON1N=NC2C=CC=CC1=2)=[N+](C)C)C.F[P-](F)(F)(F)(F)F.CCN(C(C)C)C(C)C.[CH3:51][O:52][C:53]([C:55]1[C:63]2[N:62]=[C:61]([NH2:64])[NH:60][C:59]=2[CH:58]=[CH:57][CH:56]=1)=[O:54], predict the reaction product. The product is: [CH3:51][O:52][C:53]([C:55]1[C:63]2[N:62]=[C:61]([NH:64][C:15]([C:13]3[CH:12]=[CH:11][CH:10]=[C:9]([C:8]#[C:7][C:1]4[CH:2]=[CH:3][CH:4]=[CH:5][CH:6]=4)[N:14]=3)=[O:17])[NH:60][C:59]=2[CH:58]=[CH:57][CH:56]=1)=[O:54]. (7) Given the reactants [CH3:1][C:2]1[C:7]([CH2:8][N:9]=CB=O)=[CH:6][C:5]([C:13]([CH3:15])=[CH2:14])=[CH:4][N:3]=1.[BH4-].[Na+].Cl, predict the reaction product. The product is: [CH:13]([C:5]1[CH:6]=[C:7]([CH2:8][NH2:9])[C:2]([CH3:1])=[N:3][CH:4]=1)([CH3:15])[CH3:14]. (8) Given the reactants C(NC(C)C)(C)C.C([Li])CCC.[F:13][C:14]1[CH:19]=[CH:18][CH:17]=[CH:16][N:15]=1.[F:20][C:21]1([F:35])[C:25](=[CH2:26])[CH2:24][N:23]([C:27]([O:29][C:30]([CH3:33])([CH3:32])[CH3:31])=[O:28])[C:22]1=[O:34].[Cl-].[NH4+], predict the reaction product. The product is: [F:35][C:21]1([F:20])[C:25](=[CH2:26])[CH2:24][N:23]([C:27]([O:29][C:30]([CH3:31])([CH3:33])[CH3:32])=[O:28])[C:22]1([C:19]1[C:14]([F:13])=[N:15][CH:16]=[CH:17][CH:18]=1)[OH:34].